Dataset: Peptide-MHC class II binding affinity with 134,281 pairs from IEDB. Task: Regression. Given a peptide amino acid sequence and an MHC pseudo amino acid sequence, predict their binding affinity value. This is MHC class II binding data. (1) The peptide sequence is DNQKLSYLKVEIFGD. The MHC is DRB1_0101 with pseudo-sequence DRB1_0101. The binding affinity (normalized) is 0.756. (2) The peptide sequence is INEPTAAAIAYCLDR. The MHC is HLA-DQA10102-DQB10602 with pseudo-sequence HLA-DQA10102-DQB10602. The binding affinity (normalized) is 0.593.